From a dataset of Reaction yield outcomes from USPTO patents with 853,638 reactions. Predict the reaction yield, written as a fraction of the theoretical maximum amount of product (1.0 means a 100% yield; for example, 0.34 means a 34% yield). The reactants are Br[C:2]1[CH:3]=[C:4]([CH:36]=[CH:37][CH:38]=1)[CH2:5][C:6]1([CH2:19][N:20]([C@@H:27]2[CH2:29][C@H:28]2[C:30]2[CH:35]=[CH:34][CH:33]=[CH:32][CH:31]=2)[C:21](=[O:26])[C:22]([F:25])([F:24])[F:23])[CH2:11][CH2:10][N:9]([C:12]([O:14][C:15]([CH3:18])([CH3:17])[CH3:16])=[O:13])[CH2:8][CH2:7]1.C(N(CC)CC)C.[C]=O. The catalyst is CO.C(Cl)Cl.C1C=CC(P(C2C=CC=CC=2)[C-]2C=CC=C2)=CC=1.C1C=CC(P(C2C=CC=CC=2)[C-]2C=CC=C2)=CC=1.Cl[Pd]Cl.[Fe+2]. The product is [CH3:15][O:14][C:12]([C:2]1[CH:3]=[C:4]([CH:36]=[CH:37][CH:38]=1)[CH2:5][C:6]1([CH2:19][N:20]([C@@H:27]2[CH2:29][C@H:28]2[C:30]2[CH:31]=[CH:32][CH:33]=[CH:34][CH:35]=2)[C:21](=[O:26])[C:22]([F:25])([F:24])[F:23])[CH2:7][CH2:8][N:9]([C:12]([O:14][C:15]([CH3:17])([CH3:16])[CH3:18])=[O:13])[CH2:10][CH2:11]1)=[O:13]. The yield is 0.750.